Dataset: Full USPTO retrosynthesis dataset with 1.9M reactions from patents (1976-2016). Task: Predict the reactants needed to synthesize the given product. (1) The reactants are: [C:1]([C:5]1[CH:10]=[CH:9][CH:8]=[CH:7][C:6]=1[N:11]1[CH2:16][CH2:15][N:14]([C:17]([C:19]2[N:20]=[CH:21][N:22]([CH2:24][C:25]([O:27]C)=[O:26])[CH:23]=2)=[O:18])[CH2:13][CH2:12]1)([CH3:4])([CH3:3])[CH3:2].[Li+].[OH-].Cl. Given the product [C:1]([C:5]1[CH:10]=[CH:9][CH:8]=[CH:7][C:6]=1[N:11]1[CH2:16][CH2:15][N:14]([C:17]([C:19]2[N:20]=[CH:21][N:22]([CH2:24][C:25]([OH:27])=[O:26])[CH:23]=2)=[O:18])[CH2:13][CH2:12]1)([CH3:4])([CH3:2])[CH3:3], predict the reactants needed to synthesize it. (2) Given the product [N:20]1([C:2]2[N:7]=[CH:6][N:5]=[C:4]([NH:8][C:9]3[CH:10]=[C:11]([CH2:15][S:16]([NH2:19])(=[O:18])=[O:17])[CH:12]=[CH:13][CH:14]=3)[N:3]=2)[CH2:24][CH2:23][CH2:22][CH2:21]1, predict the reactants needed to synthesize it. The reactants are: Cl[C:2]1[N:7]=[CH:6][N:5]=[C:4]([NH:8][C:9]2[CH:10]=[C:11]([CH2:15][S:16]([NH2:19])(=[O:18])=[O:17])[CH:12]=[CH:13][CH:14]=2)[N:3]=1.[NH:20]1[CH2:24][CH2:23][CH2:22][CH2:21]1.